This data is from NCI-60 drug combinations with 297,098 pairs across 59 cell lines. The task is: Regression. Given two drug SMILES strings and cell line genomic features, predict the synergy score measuring deviation from expected non-interaction effect. (1) Drug 1: CN(CC1=CN=C2C(=N1)C(=NC(=N2)N)N)C3=CC=C(C=C3)C(=O)NC(CCC(=O)O)C(=O)O. Cell line: DU-145. Drug 2: C1CC(C1)(C(=O)O)C(=O)O.[NH2-].[NH2-].[Pt+2]. Synergy scores: CSS=31.6, Synergy_ZIP=-4.67, Synergy_Bliss=-2.35, Synergy_Loewe=-9.05, Synergy_HSA=-1.72. (2) Drug 1: C1=CC(=CC=C1CCC2=CNC3=C2C(=O)NC(=N3)N)C(=O)NC(CCC(=O)O)C(=O)O. Drug 2: B(C(CC(C)C)NC(=O)C(CC1=CC=CC=C1)NC(=O)C2=NC=CN=C2)(O)O. Cell line: LOX IMVI. Synergy scores: CSS=45.4, Synergy_ZIP=2.19, Synergy_Bliss=0.0354, Synergy_Loewe=0.380, Synergy_HSA=0.533. (3) Drug 1: C1=NC2=C(N=C(N=C2N1C3C(C(C(O3)CO)O)O)F)N. Drug 2: CC1=C(C=C(C=C1)C(=O)NC2=CC(=CC(=C2)C(F)(F)F)N3C=C(N=C3)C)NC4=NC=CC(=N4)C5=CN=CC=C5. Cell line: UO-31. Synergy scores: CSS=0.278, Synergy_ZIP=-2.12, Synergy_Bliss=-1.61, Synergy_Loewe=-6.56, Synergy_HSA=-2.87. (4) Drug 1: C1CCN(CC1)CCOC2=CC=C(C=C2)C(=O)C3=C(SC4=C3C=CC(=C4)O)C5=CC=C(C=C5)O. Drug 2: CNC(=O)C1=CC=CC=C1SC2=CC3=C(C=C2)C(=NN3)C=CC4=CC=CC=N4. Cell line: SK-MEL-2. Synergy scores: CSS=5.57, Synergy_ZIP=4.18, Synergy_Bliss=9.40, Synergy_Loewe=4.34, Synergy_HSA=5.95. (5) Drug 1: C1=CC(=CC=C1CCCC(=O)O)N(CCCl)CCCl. Drug 2: C1=CN(C=N1)CC(O)(P(=O)(O)O)P(=O)(O)O. Cell line: EKVX. Synergy scores: CSS=-4.56, Synergy_ZIP=-3.10, Synergy_Bliss=-8.41, Synergy_Loewe=-9.81, Synergy_HSA=-7.95. (6) Synergy scores: CSS=7.44, Synergy_ZIP=-0.520, Synergy_Bliss=0.447, Synergy_Loewe=-6.19, Synergy_HSA=-0.293. Drug 2: B(C(CC(C)C)NC(=O)C(CC1=CC=CC=C1)NC(=O)C2=NC=CN=C2)(O)O. Drug 1: CC1=C(C=C(C=C1)NC2=NC=CC(=N2)N(C)C3=CC4=NN(C(=C4C=C3)C)C)S(=O)(=O)N.Cl. Cell line: HCT116. (7) Drug 1: C1C(C(OC1N2C=NC3=C(N=C(N=C32)Cl)N)CO)O. Cell line: 786-0. Drug 2: COC1=NC(=NC2=C1N=CN2C3C(C(C(O3)CO)O)O)N. Synergy scores: CSS=17.5, Synergy_ZIP=-6.89, Synergy_Bliss=1.85, Synergy_Loewe=-30.3, Synergy_HSA=-4.77.